Dataset: Reaction yield outcomes from USPTO patents with 853,638 reactions. Task: Predict the reaction yield, written as a fraction of the theoretical maximum amount of product (1.0 means a 100% yield; for example, 0.34 means a 34% yield). The reactants are C([O:8][C:9]1[CH:14]=[C:13]([O:15]CC2C=CC=CC=2)[C:12]([C:23]([CH3:25])=[CH2:24])=[CH:11][C:10]=1[C:26]([N:28]1[CH2:36][C:35]2[C:30](=[CH:31][CH:32]=[CH:33][C:34]=2[O:37][CH2:38][CH2:39][O:40][CH2:41][CH2:42][O:43][CH3:44])[CH2:29]1)=[O:27])C1C=CC=CC=1. The catalyst is CO.[Pd]. The product is [OH:8][C:9]1[CH:14]=[C:13]([OH:15])[C:12]([CH:23]([CH3:25])[CH3:24])=[CH:11][C:10]=1[C:26]([N:28]1[CH2:36][C:35]2[C:30](=[CH:31][CH:32]=[CH:33][C:34]=2[O:37][CH2:38][CH2:39][O:40][CH2:41][CH2:42][O:43][CH3:44])[CH2:29]1)=[O:27]. The yield is 0.160.